This data is from Forward reaction prediction with 1.9M reactions from USPTO patents (1976-2016). The task is: Predict the product of the given reaction. (1) The product is: [N:26]1([C:21]([C:19]2[N:18]=[CH:17][N:16]([C:12]3[CH:13]=[CH:14][CH:15]=[C:10]([NH:9][C:5]4[N:4]=[C:3]([C:2]([F:25])([F:1])[F:24])[CH:8]=[CH:7][N:6]=4)[CH:11]=3)[CH:20]=2)=[O:22])[CH2:30][CH2:29][CH2:28][CH2:27]1. Given the reactants [F:1][C:2]([F:25])([F:24])[C:3]1[CH:8]=[CH:7][N:6]=[C:5]([NH:9][C:10]2[CH:11]=[C:12]([N:16]3[CH:20]=[C:19]([C:21](O)=[O:22])[N:18]=[CH:17]3)[CH:13]=[CH:14][CH:15]=2)[N:4]=1.[NH:26]1[CH2:30][CH2:29][CH2:28][CH2:27]1.CN(C(ON1N=NC2C=CC=NC1=2)=[N+](C)C)C.F[P-](F)(F)(F)(F)F.C(N(C(C)C)CC)(C)C, predict the reaction product. (2) Given the reactants [C:1]([C:3]1[CH:8]=[CH:7][C:6]([N:9]2[C:13](=[O:14])[C:12]([CH3:16])([CH3:15])[N:11]([C:17]3[CH:35]=[CH:34][C:20]([O:21][CH2:22][C:23]4([NH:26]C(=O)OC(C)(C)C)[CH2:25][CH2:24]4)=[C:19]([F:36])[CH:18]=3)[C:10]2=[S:37])=[CH:5][C:4]=1[C:38]([F:41])([F:40])[F:39])#[N:2].[OH-].[Na+], predict the reaction product. The product is: [NH2:26][C:23]1([CH2:22][O:21][C:20]2[CH:34]=[CH:35][C:17]([N:11]3[C:12]([CH3:16])([CH3:15])[C:13](=[O:14])[N:9]([C:6]4[CH:7]=[CH:8][C:3]([C:1]#[N:2])=[C:4]([C:38]([F:40])([F:41])[F:39])[CH:5]=4)[C:10]3=[S:37])=[CH:18][C:19]=2[F:36])[CH2:25][CH2:24]1.